This data is from Forward reaction prediction with 1.9M reactions from USPTO patents (1976-2016). The task is: Predict the product of the given reaction. (1) Given the reactants C[O:2][C:3]([C:5]1[N:6]=[CH:7][C:8]2[C:9](=[O:23])[N:10]([CH2:16][C:17]3[CH:22]=[CH:21][CH:20]=[CH:19][CH:18]=3)[CH:11]=[CH:12][C:13]=2[C:14]=1[OH:15])=O.[NH2:24][CH2:25][C:26]1[CH:31]=[CH:30][N:29]=[CH:28][CH:27]=1.C(O)(=O)C.O, predict the reaction product. The product is: [N:29]1[CH:30]=[CH:31][C:26]([CH2:25][NH:24][C:3]([C:5]2[N:6]=[CH:7][C:8]3[C:9](=[O:23])[N:10]([CH2:16][C:17]4[CH:22]=[CH:21][CH:20]=[CH:19][CH:18]=4)[CH:11]=[CH:12][C:13]=3[C:14]=2[OH:15])=[O:2])=[CH:27][CH:28]=1. (2) Given the reactants [C:1]1([S:7](Cl)(=[O:9])=[O:8])[CH:6]=[CH:5][CH:4]=[CH:3][CH:2]=1.Cl.[NH2:12][CH:13]([C:20]1[CH:25]=[CH:24][CH:23]=[C:22]([N+:26]([O-:28])=[O:27])[CH:21]=1)[CH2:14][C:15]([O:17][CH2:18][CH3:19])=[O:16].C(N(CC)CC)C, predict the reaction product. The product is: [C:1]1([S:7]([NH:12][CH:13]([C:20]2[CH:25]=[CH:24][CH:23]=[C:22]([N+:26]([O-:28])=[O:27])[CH:21]=2)[CH2:14][C:15]([O:17][CH2:18][CH3:19])=[O:16])(=[O:9])=[O:8])[CH:6]=[CH:5][CH:4]=[CH:3][CH:2]=1. (3) Given the reactants [CH3:1][C:2]1([CH3:9])[O:6][CH:5]([CH2:7][OH:8])[CH2:4][O:3]1.[H-].[Na+].[CH2:12](Br)[C:13]#[CH:14], predict the reaction product. The product is: [CH3:1][C:2]1([CH3:9])[O:6][CH:5]([CH2:7][O:8][CH2:14][C:13]#[CH:12])[CH2:4][O:3]1. (4) Given the reactants [N+:1]([C:4]1[CH:9]=[CH:8][CH:7]=[CH:6][C:5]=1[S:10]([NH:13][CH2:14][CH2:15][C:16]([O:18]C)=[O:17])(=[O:12])=[O:11])([O-:3])=[O:2].CO.[OH-].[Na+].Cl, predict the reaction product. The product is: [N+:1]([C:4]1[CH:9]=[CH:8][CH:7]=[CH:6][C:5]=1[S:10]([NH:13][CH2:14][CH2:15][C:16]([OH:18])=[O:17])(=[O:12])=[O:11])([O-:3])=[O:2]. (5) Given the reactants [CH2:1]([C:5]1[N:6]([CH2:18][CH2:19][CH2:20][C:21](=[O:23])[CH3:22])[C:7]2[C:16]3[CH:15]=[CH:14][CH:13]=[CH:12][C:11]=3[N:10]=[CH:9][C:8]=2[N:17]=1)[CH2:2][CH2:3][CH3:4].C1C=C(Cl)C=C(C(OO)=[O:32])C=1, predict the reaction product. The product is: [CH2:1]([C:5]1[N:6]([CH2:18][CH2:19][CH2:20][C:21](=[O:23])[CH3:22])[C:7]2[C:16]3[CH:15]=[CH:14][CH:13]=[CH:12][C:11]=3[N+:10]([O-:32])=[CH:9][C:8]=2[N:17]=1)[CH2:2][CH2:3][CH3:4]. (6) Given the reactants [CH3:1][S:2][CH2:3][CH2:4][NH2:5].[C:6](O[C:6]([O:8][C:9]([CH3:12])([CH3:11])[CH3:10])=[O:7])([O:8][C:9]([CH3:12])([CH3:11])[CH3:10])=[O:7], predict the reaction product. The product is: [CH3:1][S:2][CH2:3][CH2:4][NH:5][C:6](=[O:7])[O:8][C:9]([CH3:12])([CH3:11])[CH3:10]. (7) Given the reactants [NH:1]([C:7]([O:9][C:10]([CH3:13])([CH3:12])[CH3:11])=[O:8])[C@H:2]([C:4]([OH:6])=[O:5])[CH3:3].[Si:14]([O:21][CH2:22][C:23]1[CH:28]=[C:27]([CH3:29])[C:26](O)=[C:25]([CH3:31])[CH:24]=1)([C:17]([CH3:20])([CH3:19])[CH3:18])([CH3:16])[CH3:15].CCN=C=NCCCN(C)C.Cl, predict the reaction product. The product is: [Si:14]([O:21][CH2:22][C:23]1[CH:24]=[C:25]([CH3:31])[C:26]([O:5][C:4](=[O:6])[CH:2]([NH:1][C:7]([O:9][C:10]([CH3:12])([CH3:11])[CH3:13])=[O:8])[CH3:3])=[C:27]([CH3:29])[CH:28]=1)([C:17]([CH3:20])([CH3:19])[CH3:18])([CH3:15])[CH3:16].